Dataset: Forward reaction prediction with 1.9M reactions from USPTO patents (1976-2016). Task: Predict the product of the given reaction. (1) Given the reactants C([O:8][N:9]1[C:14]2[N:15]=[CH:16][N:17]=[CH:18][C:13]=2[C:12](NC2CC3C(=CC=CC=3)C2)=[CH:11][C:10]1=[O:29])C1C=CC=CC=1.[H][H], predict the reaction product. The product is: [OH:8][N:9]1[C:14]2[N:15]=[CH:16][N:17]=[CH:18][C:13]=2[CH:12]=[CH:11][C:10]1=[O:29]. (2) The product is: [CH3:1][O:2][C:3]1[CH:4]=[C:5]([CH:10]=[C:11]([S:13]([F:16])([F:18])([F:17])([F:14])[F:15])[CH:12]=1)[C:6]([N:21]([O:22][CH3:23])[CH3:20])=[O:7]. Given the reactants [CH3:1][O:2][C:3]1[CH:4]=[C:5]([CH:10]=[C:11]([S:13]([F:18])([F:17])([F:16])([F:15])[F:14])[CH:12]=1)[C:6](OC)=[O:7].Cl.[CH3:20][NH:21][O:22][CH3:23].C([Mg]Br)(C)C, predict the reaction product. (3) Given the reactants [C:1]([C:8]1[CH:19]=[C:18]([O:20][CH3:21])[CH:17]=[CH:16][C:9]=1[C:10](N(C)OC)=[O:11])#[C:2][CH2:3][CH2:4][CH2:5][CH2:6][CH3:7].[CH2:22]([Mg]Cl)[C:23]1[CH:28]=[CH:27][CH:26]=[CH:25][CH:24]=1, predict the reaction product. The product is: [C:1]([C:8]1[CH:19]=[C:18]([O:20][CH3:21])[CH:17]=[CH:16][C:9]=1[C:10](=[O:11])[CH2:22][C:23]1[CH:28]=[CH:27][CH:26]=[CH:25][CH:24]=1)#[C:2][CH2:3][CH2:4][CH2:5][CH2:6][CH3:7]. (4) Given the reactants [Br:1][C:2]1[CH:7]=[CH:6][N:5]=[C:4]([C:8]([OH:10])=O)[CH:3]=1.[NH4+].[Cl-].C([O-])([O-])=O.[K+].[K+].C[N:20](C(ON1N=NC2C=CC=CC1=2)=[N+](C)C)C.F[P-](F)(F)(F)(F)F, predict the reaction product. The product is: [Br:1][C:2]1[CH:7]=[CH:6][N:5]=[C:4]([C:8]([NH2:20])=[O:10])[CH:3]=1. (5) Given the reactants C(OC(=O)C=O)C.CCCC(N)CCC.[O:16]1[C:20]2[CH:21]=[CH:22][C:23]([C:25](=[O:36])[C:26]([NH:28][CH:29]([CH2:33][CH2:34][CH3:35])[CH2:30][CH2:31][CH3:32])=[O:27])=[CH:24][C:19]=2[O:18][CH2:17]1, predict the reaction product. The product is: [CH3:32][CH2:31][CH2:30][CH:29]([NH:28][C:26](=[O:27])[C:25]([C:23]1[CH:22]=[CH:21][C:20]([OH:16])=[C:19]([O:18][CH3:17])[CH:24]=1)=[O:36])[CH2:33][CH2:34][CH3:35]. (6) Given the reactants [NH:1]([CH2:8][CH2:9][OH:10])[C:2]1[CH:7]=[CH:6][CH:5]=[CH:4][CH:3]=1.O.Cl[CH2:13][C:14](Cl)=[O:15].[OH-].[Na+], predict the reaction product. The product is: [C:2]1([N:1]2[CH2:8][CH2:9][O:10][CH2:13][C:14]2=[O:15])[CH:7]=[CH:6][CH:5]=[CH:4][CH:3]=1. (7) Given the reactants [Br:1][C:2]1[CH:10]=[CH:9][C:5]([C:6]([OH:8])=O)=[CH:4][N:3]=1.[CH3:11][C:12]1[CH:17]=[C:16]([CH3:18])[CH:15]=[CH:14][C:13]=1[N:19]1[CH2:24][CH2:23][NH:22][CH2:21][CH2:20]1, predict the reaction product. The product is: [Br:1][C:2]1[N:3]=[CH:4][C:5]([C:6]([N:22]2[CH2:23][CH2:24][N:19]([C:13]3[CH:14]=[CH:15][C:16]([CH3:18])=[CH:17][C:12]=3[CH3:11])[CH2:20][CH2:21]2)=[O:8])=[CH:9][CH:10]=1. (8) Given the reactants [CH3:1][O:2][C:3]1[CH:4]=[C:5]2[C:10](=[CH:11][C:12]=1[O:13][CH3:14])[N:9]=[CH:8][CH:7]=[C:6]2[O:15][C:16]1[CH:21]=[CH:20][C:19]([NH:22][C:23]([C:25]2[C:26](=[O:41])[N:27]([C:35]3[CH:40]=[CH:39][CH:38]=[CH:37][CH:36]=3)[N:28]([CH2:31][C@H:32]([OH:34])[CH3:33])[C:29]=2[CH3:30])=[O:24])=[CH:18][C:17]=1[F:42].[C:43]([NH:53][C@H:54]([C:56](O)=[O:57])[CH3:55])([O:45][CH2:46][C:47]1[CH:52]=[CH:51][CH:50]=[CH:49][CH:48]=1)=[O:44], predict the reaction product. The product is: [CH3:1][O:2][C:3]1[CH:4]=[C:5]2[C:10](=[CH:11][C:12]=1[O:13][CH3:14])[N:9]=[CH:8][CH:7]=[C:6]2[O:15][C:16]1[CH:21]=[CH:20][C:19]([NH:22][C:23]([C:25]2[C:26](=[O:41])[N:27]([C:35]3[CH:36]=[CH:37][CH:38]=[CH:39][CH:40]=3)[N:28]([CH2:31][C@H:32]([O:34][C:56](=[O:57])[C@@H:54]([NH:53][C:43]([O:45][CH2:46][C:47]3[CH:52]=[CH:51][CH:50]=[CH:49][CH:48]=3)=[O:44])[CH3:55])[CH3:33])[C:29]=2[CH3:30])=[O:24])=[CH:18][C:17]=1[F:42]. (9) Given the reactants CC(CCCCCCCCC(N[C@H]1[C@H](OC2C3OC4C=CC([C@@H](O)[C@@H]5NC(=O)[C@H](NC([C@@H]6N[C:64]([C@H:66]7NC(=O)[C@@H](CC8C=CC(OC=2C=C6C=3)=CC=8)N[C:84](=O)[C@H:83](NC)[C:78]2[CH:79]=[CH:80][C:81](O)=[C:76](C=2)[O:75][C:69]2[CH:70]=[C:71](O)[C:72](Cl)=[C:67]7[CH:68]=2)=O)=O)C2C=CC(O)=C(C=2)C2C(O[C@H]3O[C@H](CO)[C@@H](O)[C@H](O)[C@@H]3O)=CC(O)=CC=2[C@@H](C(NCCCN(C)C)=O)NC5=O)=CC=4Cl)O[C@H](C(O)=O)[C@@H](O)[C@@H]1O)=O)C.[CH:129]1[C:138]2[C:133](=[CH:134][CH:135]=[CH:136][CH:137]=2)[CH:132]=[CH:131][C:130]=1B(O)O.[C:142](=[O:145])([O-])[O-].[Na+].[Na+], predict the reaction product. The product is: [CH2:76]([O:75][C:69]1[C:68]([C:130]2[CH:131]=[CH:132][C:133]3[C:138](=[CH:137][CH:136]=[CH:135][CH:134]=3)[CH:129]=2)=[C:67]2[C:72](=[CH:71][CH:70]=1)[C:142](=[O:145])[CH2:64][CH2:66]2)[C:81]1[CH:80]=[CH:79][CH:78]=[CH:83][CH:84]=1.